From a dataset of Reaction yield outcomes from USPTO patents with 853,638 reactions. Predict the reaction yield, written as a fraction of the theoretical maximum amount of product (1.0 means a 100% yield; for example, 0.34 means a 34% yield). (1) The reactants are [OH:1][NH:2][C:3]([C:5]1[CH:10]=[CH:9][CH:8]=[CH:7][N:6]=1)=[NH:4].[CH3:11][C:12]1[CH:20]=[C:16]([C:17](O)=O)[C:15]([OH:21])=[CH:14][CH:13]=1. No catalyst specified. The product is [CH3:11][C:12]1[CH:13]=[CH:14][C:15]([OH:21])=[C:16]([C:17]2[O:1][N:2]=[C:3]([C:5]3[CH:10]=[CH:9][CH:8]=[CH:7][N:6]=3)[N:4]=2)[CH:20]=1. The yield is 0.280. (2) The catalyst is C(O)C.[Pd]. The product is [C:1]([O:5][C:6](=[O:20])[NH:7][C@H:8]1[CH2:13][CH2:12][C@H:11]([CH2:14][CH2:15][S:16]([CH3:19])(=[O:17])=[O:18])[CH2:10][CH2:9]1)([CH3:3])([CH3:4])[CH3:2]. The yield is 0.920. The reactants are [C:1]([O:5][C:6](=[O:20])[NH:7][C@H:8]1[CH2:13][CH2:12][C@H:11]([CH:14]=[CH:15][S:16]([CH3:19])(=[O:18])=[O:17])[CH2:10][CH2:9]1)([CH3:4])([CH3:3])[CH3:2].C([O-])=O.[NH4+]. (3) The reactants are [Cl:1][C:2]1[CH:7]=[CH:6][C:5]([C:8]2[CH:13]=[CH:12][CH:11]=[C:10]([F:14])[CH:9]=2)=[CH:4][C:3]=1[CH2:15][NH:16][C:17]1[C:18]([F:25])=[C:19]([OH:24])[CH:20]=[CH:21][C:22]=1[F:23].C([O-])([O-])=O.[Cs+].[Cs+].[CH2:32]([O:34][C:35](=[O:38])[CH2:36]Br)[CH3:33].O. The catalyst is CN(C=O)C. The product is [Cl:1][C:2]1[CH:7]=[CH:6][C:5]([C:8]2[CH:13]=[CH:12][CH:11]=[C:10]([F:14])[CH:9]=2)=[CH:4][C:3]=1[CH2:15][NH:16][C:17]1[C:18]([F:25])=[C:19]([CH:20]=[CH:21][C:22]=1[F:23])[O:24][CH2:36][C:35]([O:34][CH2:32][CH3:33])=[O:38]. The yield is 0.760. (4) The reactants are ClC1N=C(N2CCOCC2)C2SC(C=O)=CC=2N=1.CN(C1CNCC1)C.Cl[C:28]1[N:29]=[C:30]([N:46]2[CH2:51][CH2:50][O:49][CH2:48][CH2:47]2)[C:31]2[S:36][C:35]([CH2:37][N:38]([CH3:45])[CH:39]3[CH2:43][CH2:42][N:41]([CH3:44])[CH2:40]3)=[CH:34][C:32]=2[N:33]=1.CC1(C)C(C)(C)OB([C:60]2[CH:61]=[N:62][C:63]([NH2:66])=[N:64][CH:65]=2)O1. No catalyst specified. The product is [CH3:45][N:38]([CH2:37][C:35]1[S:36][C:31]2[C:30]([N:46]3[CH2:51][CH2:50][O:49][CH2:48][CH2:47]3)=[N:29][C:28]([C:60]3[CH:61]=[N:62][C:63]([NH2:66])=[N:64][CH:65]=3)=[N:33][C:32]=2[CH:34]=1)[CH:39]1[CH2:43][CH2:42][N:41]([CH3:44])[CH2:40]1. The yield is 0.140. (5) The reactants are [Br:1][C:2]1[CH:7]=[CH:6][C:5]([OH:8])=[CH:4][C:3]=1[F:9].C1(P(C2C=CC=CC=2)C2C=CC=CC=2)C=CC=CC=1.[O:29]1[CH2:34][CH2:33][N:32]([CH2:35][CH2:36]O)[CH2:31][CH2:30]1.N(C(OC(C)C)=O)=NC(OC(C)C)=O. The catalyst is C(Cl)Cl. The product is [Br:1][C:2]1[CH:7]=[CH:6][C:5]([O:8][CH2:36][CH2:35][N:32]2[CH2:33][CH2:34][O:29][CH2:30][CH2:31]2)=[CH:4][C:3]=1[F:9]. The yield is 0.330. (6) The reactants are [CH3:1][O:2][C:3]1[CH:4]=[C:5]2[C:10](=[CH:11][CH:12]=1)[CH:9]=[C:8]([OH:13])[CH:7]=[CH:6]2.CN(C)C=O.[Br:19]N1C(=O)CCC1=O. The catalyst is O. The product is [Br:19][C:9]1[C:10]2[C:5](=[CH:4][C:3]([O:2][CH3:1])=[CH:12][CH:11]=2)[CH:6]=[CH:7][C:8]=1[OH:13]. The yield is 0.870. (7) The reactants are CON(C)[C:4]([C:6]1[CH:7]=[N:8][N:9]2[C:14]([CH3:16])([CH3:15])[CH2:13][CH:12]([C:17]3[CH:22]=[CH:21][CH:20]=[CH:19][CH:18]=3)[N:11]([CH2:23][C:24]3[CH:29]=[CH:28][CH:27]=[CH:26][CH:25]=3)[C:10]=12)=[O:5].[CH3:31][C:32]1[CH:40]=[CH:39][C:35]([CH2:36][Mg]Cl)=[CH:34][CH:33]=1. The catalyst is C1COCC1. The product is [CH2:23]([N:11]1[CH:12]([C:17]2[CH:18]=[CH:19][CH:20]=[CH:21][CH:22]=2)[CH2:13][C:14]([CH3:16])([CH3:15])[N:9]2[N:8]=[CH:7][C:6]([C:4](=[O:5])[CH2:31][C:32]3[CH:40]=[CH:39][C:35]([CH3:36])=[CH:34][CH:33]=3)=[C:10]12)[C:24]1[CH:29]=[CH:28][CH:27]=[CH:26][CH:25]=1. The yield is 0.890. (8) The reactants are [O:1]1[C:5]2[CH:6]=[CH:7][C:8]([C:10]3(O)[C:18]4[C:13](=[CH:14][CH:15]=[CH:16][CH:17]=4)[N:12]([CH2:19][C:20]4[CH:25]=[CH:24][C:23]([Cl:26])=[CH:22][CH:21]=4)[C:11]3=[O:27])=[CH:9][C:4]=2[O:3][CH2:2]1.C1(P(C2C=CC=CC=2)C2C=CC=CC=2)C=CC=CC=1.[N:48]([C:55]([O:57][CH2:58][CH3:59])=[O:56])=[N:49][C:50]([O:52][CH2:53][CH3:54])=[O:51]. The catalyst is C(Cl)Cl. The product is [O:1]1[C:5]2[CH:6]=[CH:7][C:8]([C:10]3([N:48]([C:55]([O:57][CH2:58][CH3:59])=[O:56])[NH:49][C:50]([O:52][CH2:53][CH3:54])=[O:51])[C:18]4[C:13](=[CH:14][CH:15]=[CH:16][CH:17]=4)[N:12]([CH2:19][C:20]4[CH:25]=[CH:24][C:23]([Cl:26])=[CH:22][CH:21]=4)[C:11]3=[O:27])=[CH:9][C:4]=2[O:3][CH2:2]1. The yield is 0.580. (9) The product is [CH3:1][O:2][C:3]1[CH:4]=[CH:5][C:6]([C:9]2([C:12]([O:14][CH3:15])=[O:13])[CH2:10][CH2:11]2)=[CH:7][CH:8]=1. The yield is 0.990. The reactants are [CH3:1][O:2][C:3]1[CH:8]=[CH:7][C:6]([C:9]2([C:12]([OH:14])=[O:13])[CH2:11][CH2:10]2)=[CH:5][CH:4]=1.[C:15](Cl)(=O)C(Cl)=O.CN(C)C=O. The catalyst is ClCCl.